From a dataset of Forward reaction prediction with 1.9M reactions from USPTO patents (1976-2016). Predict the product of the given reaction. (1) Given the reactants Cl.[NH2:2][C:3]1[N:8]=[CH:7][C:6]([C:9]2[CH:10]=[N:11][N:12]([CH:14]3[CH2:19][CH2:18][N:17](C(OC(C)(C)C)=O)[CH2:16][CH2:15]3)[CH:13]=2)=[CH:5][C:4]=1[C:27]1[NH:31][C:30]2[CH:32]=[CH:33][CH:34]=[CH:35][C:29]=2[N:28]=1, predict the reaction product. The product is: [NH:31]1[C:30]2[CH:32]=[CH:33][CH:34]=[CH:35][C:29]=2[N:28]=[C:27]1[C:4]1[C:3]([NH2:2])=[N:8][CH:7]=[C:6]([C:9]2[CH:10]=[N:11][N:12]([CH:14]3[CH2:15][CH2:16][NH:17][CH2:18][CH2:19]3)[CH:13]=2)[CH:5]=1. (2) Given the reactants [OH-].[Na+:2].[CH:3]1([N:6]2[C:15]3[C:10](=[CH:11][C:12]([F:36])=[C:13]([N:18]4[CH2:23][CH2:22][CH2:21][C:20](=[C:24]([F:35])[CH2:25][NH:26][P:27]([O:32][CH2:33][CH3:34])([O:29][CH2:30][CH3:31])=[O:28])[CH2:19]4)[C:14]=3[O:16][CH3:17])[C:9](=[O:37])[C:8]([C:38]([OH:40])=[O:39])=[CH:7]2)[CH2:5][CH2:4]1, predict the reaction product. The product is: [Na+:2].[CH:3]1([N:6]2[C:15]3[C:10](=[CH:11][C:12]([F:36])=[C:13]([N:18]4[CH2:23][CH2:22][CH2:21][C:20](=[C:24]([F:35])[CH2:25][NH:26][P:27]([O:32][CH2:33][CH3:34])([O:29][CH2:30][CH3:31])=[O:28])[CH2:19]4)[C:14]=3[O:16][CH3:17])[C:9](=[O:37])[C:8]([C:38]([O-:40])=[O:39])=[CH:7]2)[CH2:5][CH2:4]1.